From a dataset of Forward reaction prediction with 1.9M reactions from USPTO patents (1976-2016). Predict the product of the given reaction. (1) Given the reactants FC1C=C(S(C)(=O)=O)C=CC=1O[C:5]1N=C[N:8]=[C:7]2[N:11](C3CCC(C4ON=C(C(C)C)N=4)CC3)N=[CH:13][C:6]=12.C(O[C:41]([N:43]1[CH2:48][CH2:47][CH:46]([N:49]2[C:53]3=[N:54][CH:55]=[N:56][C:57](Cl)=[C:52]3[CH:51]=[N:50]2)[CH2:45][CH2:44]1)=[O:42])(C)(C)C.[F:59][C:60]1[CH:61]=[C:62]([OH:70])[CH:63]=[CH:64][C:65]=1[S:66]([CH3:69])(=[O:68])=[O:67], predict the reaction product. The product is: [F:59][C:60]1[CH:61]=[C:62]([CH:63]=[CH:64][C:65]=1[S:66]([CH3:69])(=[O:67])=[O:68])[O:70][C:51]1[C:52]2[C:53](=[N:54][CH:55]=[N:56][CH:57]=2)[N:49]([CH:46]2[CH2:45][CH2:44][N:43]([C:41]3[O:42][N:11]=[C:7]([CH:6]([CH3:13])[CH3:5])[N:8]=3)[CH2:48][CH2:47]2)[N:50]=1.[F:59][C:60]1[CH:61]=[C:62]([CH:63]=[CH:64][C:65]=1[S:66]([CH3:69])(=[O:67])=[O:68])[O:70][C:57]1[N:56]=[CH:55][N:54]=[C:53]2[N:49]([CH:46]3[CH2:45][CH2:44][N:43]([C:41]4[O:42][N:11]=[C:7]([CH:6]([CH3:13])[CH3:5])[N:8]=4)[CH2:48][CH2:47]3)[N:50]=[CH:51][C:52]=12. (2) Given the reactants FC1C=C(C(Cl)=O)C=CC=1.[CH3:11][O:12][C:13]1[CH:14]=[C:15]2[C:20](=[CH:21][C:22]=1[O:23][CH3:24])[N:19]=[CH:18][CH:17]=[C:16]2[O:25][C:26]1[CH:32]=[CH:31][C:29]([NH2:30])=[CH:28][C:27]=1[F:33].[F:34][C:35]1[CH:36]=[C:37]([C:41]([N:43]=[C:44]=[S:45])=[O:42])[CH:38]=[CH:39][CH:40]=1, predict the reaction product. The product is: [F:34][C:35]1[CH:36]=[C:37]([C:41]([N:43]=[C:44]=[S:45])=[O:42])[CH:38]=[CH:39][CH:40]=1.[CH3:11][O:12][C:13]1[CH:14]=[C:15]2[C:20](=[CH:21][C:22]=1[O:23][CH3:24])[N:19]=[CH:18][CH:17]=[C:16]2[O:25][C:26]1[CH:32]=[CH:31][C:29]([NH:30][C:44]([NH:43][C:41](=[O:42])[C:37]2[CH:38]=[CH:39][CH:40]=[C:35]([F:34])[CH:36]=2)=[S:45])=[CH:28][C:27]=1[F:33].